From a dataset of Forward reaction prediction with 1.9M reactions from USPTO patents (1976-2016). Predict the product of the given reaction. (1) Given the reactants [F:1][C:2]1[C:3]([C:24]([O:26][CH3:27])=[O:25])=[N:4][CH:5]=[CH:6][C:7]=1[S:8][C:9]1[S:13][C:12]([NH:14][C:15]2[CH:20]=[CH:19][C:18]([N+:21]([O-])=O)=[CH:17][N:16]=2)=[N:11][CH:10]=1, predict the reaction product. The product is: [NH2:21][C:18]1[CH:19]=[CH:20][C:15]([NH:14][C:12]2[S:13][C:9]([S:8][C:7]3[CH:6]=[CH:5][N:4]=[C:3]([C:24]([O:26][CH3:27])=[O:25])[C:2]=3[F:1])=[CH:10][N:11]=2)=[N:16][CH:17]=1. (2) Given the reactants [CH2:1]([O:8][C:9]1[C:14]([O:15][CH3:16])=[CH:13][C:12]([C:17](=[O:19])[CH3:18])=[C:11]([N+:20]([O-])=O)[CH:10]=1)[C:2]1[CH:7]=[CH:6][CH:5]=[CH:4][CH:3]=1.[Cl-].[NH4+].C(O)C, predict the reaction product. The product is: [NH2:20][C:11]1[CH:10]=[C:9]([O:8][CH2:1][C:2]2[CH:7]=[CH:6][CH:5]=[CH:4][CH:3]=2)[C:14]([O:15][CH3:16])=[CH:13][C:12]=1[C:17](=[O:19])[CH3:18]. (3) Given the reactants C(OC(=O)[NH:10][C@@H:11]([CH3:25])[CH2:12][NH:13][C:14]1[CH:19]=[CH:18][C:17]([O:20][C:21]([F:24])([F:23])[F:22])=[CH:16][CH:15]=1)C1C=CC=CC=1, predict the reaction product. The product is: [F:22][C:21]([F:23])([F:24])[O:20][C:17]1[CH:16]=[CH:15][C:14]([NH:13][CH2:12][C@@H:11]([NH2:10])[CH3:25])=[CH:19][CH:18]=1. (4) Given the reactants [NH2:1][C:2]1[CH:3]=[N:4][CH:5]=[CH:6][C:7]=1[N:8]1[CH2:13][C@H:12]([CH3:14])[C@@H:11]([O:15][Si:16]([C:19]([CH3:22])([CH3:21])[CH3:20])([CH3:18])[CH3:17])[C@H:10]([NH:23][C:24](=[O:30])[O:25][C:26]([CH3:29])([CH3:28])[CH3:27])[CH2:9]1.[CH2:31]([C:33]1[S:41][C:40]2[C:35](=[N:36][C:37]([C:42](O)=[O:43])=[CH:38][CH:39]=2)[CH:34]=1)[CH3:32].C(N(CC)C(C)C)(C)C.F[P-](F)(F)(F)(F)F.C[N+](C)=C(N(C)C)ON1C2N=CC=CC=2N=N1, predict the reaction product. The product is: [Si:16]([O:15][C@@H:11]1[C@@H:12]([CH3:14])[CH2:13][N:8]([C:7]2[CH:6]=[CH:5][N:4]=[CH:3][C:2]=2[NH:1][C:42]([C:37]2[N:36]=[C:35]3[CH:34]=[C:33]([CH2:31][CH3:32])[S:41][C:40]3=[CH:39][CH:38]=2)=[O:43])[CH2:9][C@H:10]1[NH:23][C:24](=[O:30])[O:25][C:26]([CH3:29])([CH3:28])[CH3:27])([C:19]([CH3:22])([CH3:21])[CH3:20])([CH3:18])[CH3:17]. (5) Given the reactants [Li].[Br:2][C:3]1[CH:4]=[C:5]([C:14]([O-])=[CH:15][C:16](=O)[C:17]([O:19]CC)=[O:18])[CH:6]=[C:7]([O:9][C:10]([F:13])([F:12])[F:11])[CH:8]=1.ClC1C=C(C2[N:36]([C:37]3[CH:42]=[CH:41][CH:40]=[CH:39][N:38]=3)[N:35]=C(C(O)=O)C=2)C=C(F)C=1.Cl.N1C=CC=CC=1NN, predict the reaction product. The product is: [Br:2][C:3]1[CH:4]=[C:5]([C:14]2[N:36]([C:37]3[CH:42]=[CH:41][CH:40]=[CH:39][N:38]=3)[N:35]=[C:16]([C:17]([OH:19])=[O:18])[CH:15]=2)[CH:6]=[C:7]([O:9][C:10]([F:11])([F:12])[F:13])[CH:8]=1. (6) Given the reactants [C@@H:1]1([NH2:8])[CH2:6][CH2:5][CH2:4][CH2:3][C@H:2]1[NH2:7].[Cl:9][C:10]1[N:15]=[C:14](Cl)[C:13]([Cl:17])=[CH:12][N:11]=1.C(N(CC)CC)C.[CH3:25][S:26](Cl)(=[O:28])=[O:27], predict the reaction product. The product is: [Cl:9][C:10]1[N:15]=[C:14]([NH:7][C@@H:2]2[CH2:3][CH2:4][CH2:5][CH2:6][C@H:1]2[NH:8][S:26]([CH3:25])(=[O:28])=[O:27])[C:13]([Cl:17])=[CH:12][N:11]=1. (7) Given the reactants Br[C:2]1[CH:3]=[C:4]2[N:10]=[C:9]([CH2:11][N:12]3[C:16]4[CH:17]=[N:18][CH:19]=[CH:20][C:15]=4[N:14]([CH:21]4[CH2:23][CH2:22]4)[C:13]3=[O:24])[N:8]([CH2:25][CH2:26][CH:27]([CH3:29])[CH3:28])[C:5]2=[N:6][CH:7]=1.[O:30]1CC[O:32][BH:31]1.C([O-])(=O)C.[K+].Cl, predict the reaction product. The product is: [CH:21]1([N:14]2[C:15]3[CH:20]=[CH:19][N:18]=[CH:17][C:16]=3[N:12]([CH2:11][C:9]3[N:8]([CH2:25][CH2:26][CH:27]([CH3:29])[CH3:28])[C:5]4=[N:6][CH:7]=[C:2]([B:31]([OH:32])[OH:30])[CH:3]=[C:4]4[N:10]=3)[C:13]2=[O:24])[CH2:23][CH2:22]1.